From a dataset of Catalyst prediction with 721,799 reactions and 888 catalyst types from USPTO. Predict which catalyst facilitates the given reaction. (1) Reactant: Br[CH2:2][C:3]([C:5]1[CH:10]=[CH:9][CH:8]=[C:7]([C:11]([F:14])([F:13])[F:12])[CH:6]=1)=O.[N+:15]([C:18]1[C:19]([NH2:24])=[N:20][CH:21]=[CH:22][CH:23]=1)([O-:17])=[O:16]. Product: [N+:15]([C:18]1[C:19]2[N:20]([CH:2]=[C:3]([C:5]3[CH:10]=[CH:9][CH:8]=[C:7]([C:11]([F:14])([F:13])[F:12])[CH:6]=3)[N:24]=2)[CH:21]=[CH:22][CH:23]=1)([O-:17])=[O:16]. The catalyst class is: 131. (2) Reactant: [CH3:1][N:2]1[CH:7]2[CH2:8][CH2:9][CH2:10][CH:3]1[CH2:4][NH:5][CH2:6]2.[N+:11]([C:14]1[CH:19]=[CH:18][C:17]([C:20]2[O:24][C:23]([C:25]([Cl:27])=[O:26])=[CH:22][CH:21]=2)=[CH:16][CH:15]=1)([O-:13])=[O:12]. Product: [ClH:27].[CH3:1][N:2]1[CH:7]2[CH2:8][CH2:9][CH2:10][CH:3]1[CH2:4][N:5]([C:25]([C:23]1[O:24][C:20]([C:17]3[CH:16]=[CH:15][C:14]([N+:11]([O-:13])=[O:12])=[CH:19][CH:18]=3)=[CH:21][CH:22]=1)=[O:26])[CH2:6]2. The catalyst class is: 57. (3) Product: [NH2:25][C:22]1[CH:23]=[CH:24][C:19]([O:18][C:16]2[CH:15]=[CH:14][C:13]([CH3:28])=[C:12]([NH:11][C:9](=[O:10])[C:8]3[CH:29]=[CH:30][CH:31]=[C:6]([C:3]4([C:1]#[N:2])[CH2:5][CH2:4]4)[CH:7]=3)[CH:17]=2)=[CH:20][CH:21]=1. Reactant: [C:1]([C:3]1([C:6]2[CH:7]=[C:8]([CH:29]=[CH:30][CH:31]=2)[C:9]([NH:11][C:12]2[CH:17]=[C:16]([O:18][C:19]3[CH:24]=[CH:23][C:22]([N+:25]([O-])=O)=[CH:21][CH:20]=3)[CH:15]=[CH:14][C:13]=2[CH3:28])=[O:10])[CH2:5][CH2:4]1)#[N:2].[Cl-].[Ca+2].[Cl-].O. The catalyst class is: 8. (4) Reactant: [C:1]([N:5]1[C:10](=[O:11])[C:9]([Cl:12])=[C:8]([O:13][CH:14]([C:24]2[CH:29]=[CH:28][C:27]([C:30]([CH3:33])([CH3:32])[CH3:31])=[CH:26][CH:25]=2)[CH2:15][O:16][Si](C(C)(C)C)(C)C)[CH:7]=[N:6]1)([CH3:4])([CH3:3])[CH3:2].Cl. Product: [C:1]([N:5]1[C:10](=[O:11])[C:9]([Cl:12])=[C:8]([O:13][CH:14]([C:24]2[CH:25]=[CH:26][C:27]([C:30]([CH3:33])([CH3:32])[CH3:31])=[CH:28][CH:29]=2)[CH2:15][OH:16])[CH:7]=[N:6]1)([CH3:4])([CH3:3])[CH3:2]. The catalyst class is: 40. (5) Product: [F:1][C:2]1[CH:3]=[C:4]([C:10]2[CH2:11][CH2:12][C:13](=[O:16])[NH:14][N:15]=2)[CH:5]=[CH:6][C:7]=1[OH:8]. Reactant: [F:1][C:2]1[CH:3]=[C:4]([C:10]2[CH2:11][CH2:12][C:13](=[O:16])[NH:14][N:15]=2)[CH:5]=[CH:6][C:7]=1[O:8]C.[Cl-].[Al+3].[Cl-].[Cl-]. The catalyst class is: 4.